Dataset: Full USPTO retrosynthesis dataset with 1.9M reactions from patents (1976-2016). Task: Predict the reactants needed to synthesize the given product. (1) Given the product [OH:8][C:9]1[CH:10]=[CH:11][C:12]([NH:15][C:16]([C:18]2[CH:23]=[CH:22][CH:21]=[CH:20][N:19]=2)=[O:17])=[CH:13][CH:14]=1, predict the reactants needed to synthesize it. The reactants are: C([O:8][C:9]1[CH:14]=[CH:13][C:12]([NH:15][C:16]([C:18]2[CH:23]=[CH:22][CH:21]=[CH:20][N:19]=2)=[O:17])=[CH:11][CH:10]=1)C1C=CC=CC=1. (2) Given the product [CH3:25][C:4]1([CH3:26])[CH2:5][CH:6]([NH:8][C:9]2[N:14]=[C:13]([C:15]3[CH:20]=[CH:19][C:18]([CH2:21][CH2:22][CH2:23][O:24][S:34]([C:31]4[CH:32]=[CH:33][C:28]([CH3:38])=[CH:29][CH:30]=4)(=[O:36])=[O:35])=[CH:17][CH:16]=3)[CH:12]=[CH:11][N:10]=2)[CH2:7][C:2]([CH3:27])([CH3:1])[NH:3]1, predict the reactants needed to synthesize it. The reactants are: [CH3:1][C:2]1([CH3:27])[CH2:7][CH:6]([NH:8][C:9]2[N:14]=[C:13]([C:15]3[CH:20]=[CH:19][C:18]([CH2:21][CH2:22][CH2:23][OH:24])=[CH:17][CH:16]=3)[CH:12]=[CH:11][N:10]=2)[CH2:5][C:4]([CH3:26])([CH3:25])[NH:3]1.[C:28]1([CH3:38])[CH:33]=[CH:32][C:31]([S:34](Cl)(=[O:36])=[O:35])=[CH:30][CH:29]=1. (3) Given the product [NH2:1][C:2]1[C:11]2[S:12][C:4]3[C:5]([NH:19][C:20]4[CH:25]=[CH:24][CH:23]=[C:22]([Br:26])[CH:21]=4)=[N:6][CH:7]=[N:8][C:9]=3[C:10]=2[CH:14]=[CH:13][CH:3]=1, predict the reactants needed to synthesize it. The reactants are: [NH2:1][C:2]1[CH:3]=[C:4]2[C:9](=[C:10]3[C:14]4C=CC=C[C:13]=4[S:12][C:11]=13)[N:8]=[CH:7][N:6]=[C:5]2[NH:19][C:20]1[CH:25]=[CH:24][CH:23]=[C:22]([Br:26])[CH:21]=1.C(O)(=O)C=C.C(N(CC)CC)C.Cl.CN(C)CCCN=C=NCC.